From a dataset of Reaction yield outcomes from USPTO patents with 853,638 reactions. Predict the reaction yield, written as a fraction of the theoretical maximum amount of product (1.0 means a 100% yield; for example, 0.34 means a 34% yield). (1) The reactants are [C:1]1([CH3:11])[CH:6]=[CH:5][C:4]([S:7](Cl)(=[O:9])=[O:8])=[CH:3][CH:2]=1.[N:12]1[CH:17]=[CH:16][CH:15]=[C:14](/[CH:18]=[CH:19]/[CH2:20][C@@H:21]([OH:23])[CH3:22])[CH:13]=1.C([O-])(O)=O.[Na+]. The catalyst is C(N(CC)CC)C. The product is [C:1]1([CH3:11])[CH:6]=[CH:5][C:4]([S:7]([O:23][C@H:21]([CH2:20]/[CH:19]=[CH:18]/[C:14]2[CH:13]=[N:12][CH:17]=[CH:16][CH:15]=2)[CH3:22])(=[O:9])=[O:8])=[CH:3][CH:2]=1. The yield is 0.686. (2) The reactants are [C:9](O[C:9]([O:11][C:12]([CH3:15])([CH3:14])[CH3:13])=[O:10])([O:11][C:12]([CH3:15])([CH3:14])[CH3:13])=[O:10].[Cl:16][C:17]1[CH:26]=[C:25]([O:27][CH3:28])[C:24]([Cl:29])=[C:23]2[C:18]=1[CH2:19][CH2:20][NH:21][C:22]2=[O:30]. The catalyst is CN(C)C1C=CN=CC=1.CN(C)C=O. The product is [Cl:16][C:17]1[CH:26]=[C:25]([O:27][CH3:28])[C:24]([Cl:29])=[C:23]2[C:18]=1[CH2:19][CH2:20][N:21]([C:9]([O:11][C:12]([CH3:13])([CH3:14])[CH3:15])=[O:10])[C:22]2=[O:30]. The yield is 0.390. (3) The reactants are [OH:1][C:2]1[CH:11]=[C:10]2[C:5]([C:6](=[O:20])[N:7]([CH2:12][O:13][C:14](=[O:19])[C:15]([CH3:18])([CH3:17])[CH3:16])[CH:8]=[N:9]2)=[CH:4][C:3]=1[O:21][CH3:22].C1(P(C2C=CC=CC=2)C2C=CC=CC=2)C=CC=CC=1.[Br:42][CH2:43][CH2:44][CH2:45]O.N(C(OCC)=O)=NC(OCC)=O. The catalyst is C(Cl)Cl. The product is [Br:42][CH2:43][CH2:44][CH2:45][O:1][C:2]1[CH:11]=[C:10]2[C:5]([C:6](=[O:20])[N:7]([CH2:12][O:13][C:14](=[O:19])[C:15]([CH3:16])([CH3:17])[CH3:18])[CH:8]=[N:9]2)=[CH:4][C:3]=1[O:21][CH3:22]. The yield is 0.920. (4) The reactants are [C:1]1([C:11]2[CH2:15][CH2:14][C:13](=[O:16])[CH:12]=2)[C:10]2[C:5](=[CH:6][CH:7]=[CH:8][CH:9]=2)[CH:4]=[CH:3][CH:2]=1.[Cl-].[Cl-].[Cl-].[Ce+3].[BH4-].[Na+]. The catalyst is C(O)C. The product is [C:1]1([C:11]2[CH2:15][CH2:14][CH:13]([OH:16])[CH:12]=2)[C:10]2[C:5](=[CH:6][CH:7]=[CH:8][CH:9]=2)[CH:4]=[CH:3][CH:2]=1. The yield is 0.740. (5) The reactants are C([O:4][C:5]1[CH:6]=[C:7]2[C:12](=[CH:13][CH:14]=1)[N:11]=[C:10]([C:15]1[CH:20]=[CH:19][CH:18]=[C:17]([NH2:21])[CH:16]=1)[N:9]=[C:8]2[NH:22][C:23]1[CH:24]=[C:25]2[C:29](=[CH:30][CH:31]=1)[N:28]([C:32]([O:34][C:35]([CH3:38])([CH3:37])[CH3:36])=[O:33])[N:27]=[CH:26]2)(=O)C.CCN(C(C)C)C(C)C.[C:48](Cl)(=[O:52])[CH2:49][CH2:50][CH3:51].CCOCC. The catalyst is ClCCl. The product is [C:48]([NH:21][C:17]1[CH:16]=[C:15]([C:10]2[N:9]=[C:8]([NH:22][C:23]3[CH:24]=[C:25]4[C:29](=[CH:30][CH:31]=3)[N:28]([C:32]([O:34][C:35]([CH3:36])([CH3:38])[CH3:37])=[O:33])[N:27]=[CH:26]4)[C:7]3[C:12](=[CH:13][CH:14]=[C:5]([OH:4])[CH:6]=3)[N:11]=2)[CH:20]=[CH:19][CH:18]=1)(=[O:52])[CH2:49][CH2:50][CH3:51]. The yield is 0.590. (6) The reactants are Br[CH2:2][C:3]([OH:5])=O.CCN=C=NCCCN(C)C.[ClH:17].[NH2:18][C:19]1[CH:20]=[C:21]([C:26]2[N:27]([CH2:39][CH3:40])[C:28]3[C:33]([C:34]=2[C:35]#[N:36])=[CH:32][CH:31]=[C:30]([O:37][CH3:38])[CH:29]=3)[CH:22]=[CH:23][C:24]=1[OH:25]. The catalyst is C(#N)C. The product is [Cl:17][CH2:2][C:3]([NH:18][C:19]1[CH:20]=[C:21]([C:26]2[N:27]([CH2:39][CH3:40])[C:28]3[C:33]([C:34]=2[C:35]#[N:36])=[CH:32][CH:31]=[C:30]([O:37][CH3:38])[CH:29]=3)[CH:22]=[CH:23][C:24]=1[OH:25])=[O:5]. The yield is 0.600. (7) The reactants are [CH:1]([C:3]1[CH:4]=[C:5]([C@H:9]([O:11][C:12]([C@@H:14]2[CH2:19][CH2:18][CH2:17][N:16]([C:20](=[O:52])[C@@H:21]([NH:37][C:38](=[O:51])[C@@H:39]([NH:43][C:44](OC(C)(C)C)=[O:45])[CH:40]([CH3:42])[CH3:41])[CH2:22][C:23]3[CH:28]=[CH:27][CH:26]=[C:25]([O:29][Si:30]([C:33]([CH3:36])([CH3:35])[CH3:34])([CH3:32])[CH3:31])[CH:24]=3)[NH:15]2)=[O:13])[CH3:10])[CH:6]=[CH:7][CH:8]=1)=[CH2:2].[CH:53](N(CC)C(C)C)(C)C.C(N=C=NCCCN(C)C)C.[OH:73][C:74]1[C:82]2N=NN[C:78]=2[CH:77]=[CH:76][CH:75]=1. The catalyst is ClCCl. The product is [CH:8]([C:3]1[CH:4]=[C:5]([C@H:9]([O:11][C:12]([C@@H:14]2[CH2:19][CH2:18][CH2:17][N:16]([C:20](=[O:52])[C@@H:21]([NH:37][C:38](=[O:51])[C@@H:39]([NH:43][C:44](=[O:45])[CH2:75][C@H:74]([O:73][CH3:53])[CH2:82][CH2:78][CH:77]=[CH2:76])[CH:40]([CH3:42])[CH3:41])[CH2:22][C:23]3[CH:28]=[CH:27][CH:26]=[C:25]([O:29][Si:30]([C:33]([CH3:34])([CH3:35])[CH3:36])([CH3:31])[CH3:32])[CH:24]=3)[NH:15]2)=[O:13])[CH3:10])[CH:6]=[CH:2][CH:1]=1)=[CH2:7]. The yield is 0.320.